Dataset: NCI-60 drug combinations with 297,098 pairs across 59 cell lines. Task: Regression. Given two drug SMILES strings and cell line genomic features, predict the synergy score measuring deviation from expected non-interaction effect. (1) Drug 1: CN(C)N=NC1=C(NC=N1)C(=O)N. Drug 2: COC1=C2C(=CC3=C1OC=C3)C=CC(=O)O2. Cell line: ACHN. Synergy scores: CSS=1.30, Synergy_ZIP=-4.19, Synergy_Bliss=-7.51, Synergy_Loewe=-12.5, Synergy_HSA=-8.97. (2) Drug 1: CC1=C2C(C(=O)C3(C(CC4C(C3C(C(C2(C)C)(CC1OC(=O)C(C(C5=CC=CC=C5)NC(=O)OC(C)(C)C)O)O)OC(=O)C6=CC=CC=C6)(CO4)OC(=O)C)OC)C)OC. Drug 2: CC1CCC2CC(C(=CC=CC=CC(CC(C(=O)C(C(C(=CC(C(=O)CC(OC(=O)C3CCCCN3C(=O)C(=O)C1(O2)O)C(C)CC4CCC(C(C4)OC)OCCO)C)C)O)OC)C)C)C)OC. Cell line: HS 578T. Synergy scores: CSS=61.2, Synergy_ZIP=2.73, Synergy_Bliss=2.22, Synergy_Loewe=1.74, Synergy_HSA=6.45. (3) Drug 1: C1=CC(=CC=C1CCCC(=O)O)N(CCCl)CCCl. Drug 2: CCCCCOC(=O)NC1=NC(=O)N(C=C1F)C2C(C(C(O2)C)O)O. Cell line: MCF7. Synergy scores: CSS=23.1, Synergy_ZIP=-1.56, Synergy_Bliss=1.97, Synergy_Loewe=-2.67, Synergy_HSA=1.96. (4) Drug 1: CS(=O)(=O)C1=CC(=C(C=C1)C(=O)NC2=CC(=C(C=C2)Cl)C3=CC=CC=N3)Cl. Drug 2: CCC(=C(C1=CC=CC=C1)C2=CC=C(C=C2)OCCN(C)C)C3=CC=CC=C3.C(C(=O)O)C(CC(=O)O)(C(=O)O)O. Cell line: UACC-257. Synergy scores: CSS=2.88, Synergy_ZIP=2.14, Synergy_Bliss=6.71, Synergy_Loewe=2.51, Synergy_HSA=2.65. (5) Drug 1: CCC(=C(C1=CC=CC=C1)C2=CC=C(C=C2)OCCN(C)C)C3=CC=CC=C3.C(C(=O)O)C(CC(=O)O)(C(=O)O)O. Drug 2: CC1=C(N=C(N=C1N)C(CC(=O)N)NCC(C(=O)N)N)C(=O)NC(C(C2=CN=CN2)OC3C(C(C(C(O3)CO)O)O)OC4C(C(C(C(O4)CO)O)OC(=O)N)O)C(=O)NC(C)C(C(C)C(=O)NC(C(C)O)C(=O)NCCC5=NC(=CS5)C6=NC(=CS6)C(=O)NCCC[S+](C)C)O. Cell line: SK-MEL-5. Synergy scores: CSS=8.49, Synergy_ZIP=8.00, Synergy_Bliss=8.57, Synergy_Loewe=-15.4, Synergy_HSA=-0.581. (6) Drug 2: CCCCC(=O)OCC(=O)C1(CC(C2=C(C1)C(=C3C(=C2O)C(=O)C4=C(C3=O)C=CC=C4OC)O)OC5CC(C(C(O5)C)O)NC(=O)C(F)(F)F)O. Cell line: SNB-19. Drug 1: CC1=C2C(C(=O)C3(C(CC4C(C3C(C(C2(C)C)(CC1OC(=O)C(C(C5=CC=CC=C5)NC(=O)OC(C)(C)C)O)O)OC(=O)C6=CC=CC=C6)(CO4)OC(=O)C)OC)C)OC. Synergy scores: CSS=47.3, Synergy_ZIP=2.22, Synergy_Bliss=3.49, Synergy_Loewe=0.242, Synergy_HSA=5.10. (7) Drug 1: C1=C(C(=O)NC(=O)N1)N(CCCl)CCCl. Drug 2: C1C(C(OC1N2C=NC3=C2NC=NCC3O)CO)O. Cell line: SF-539. Synergy scores: CSS=28.8, Synergy_ZIP=-8.41, Synergy_Bliss=-5.28, Synergy_Loewe=-9.35, Synergy_HSA=-4.50. (8) Synergy scores: CSS=4.68, Synergy_ZIP=-3.31, Synergy_Bliss=-4.45, Synergy_Loewe=3.48, Synergy_HSA=-3.16. Cell line: MDA-MB-435. Drug 2: C1CNP(=O)(OC1)N(CCCl)CCCl. Drug 1: CC1=C(N=C(N=C1N)C(CC(=O)N)NCC(C(=O)N)N)C(=O)NC(C(C2=CN=CN2)OC3C(C(C(C(O3)CO)O)O)OC4C(C(C(C(O4)CO)O)OC(=O)N)O)C(=O)NC(C)C(C(C)C(=O)NC(C(C)O)C(=O)NCCC5=NC(=CS5)C6=NC(=CS6)C(=O)NCCC[S+](C)C)O.